This data is from Forward reaction prediction with 1.9M reactions from USPTO patents (1976-2016). The task is: Predict the product of the given reaction. (1) Given the reactants [F:1][C:2]1([F:64])[C:6]2[N:7]([CH2:14][C:15]([NH:17][C@H:18]([C:28]3[N:33]=[C:32]([C:34]#[C:35][C:36]4([OH:47])[CH2:39][N:38]([C:40](OC(C)(C)C)=O)[CH2:37]4)[CH:31]=[CH:30][C:29]=3[C:48]3[CH:49]=[CH:50][CH:51]=[C:52]4[C:56]=3[N:55]([CH3:57])[N:54]=[C:53]4[NH:58][S:59]([CH3:62])(=[O:61])=[O:60])[CH2:19][C:20]3[CH:25]=[C:24]([F:26])[CH:23]=[C:22]([F:27])[CH:21]=3)=[O:16])[N:8]=[C:9]([C:10]([F:13])([F:12])[F:11])[C:5]=2[C@H:4]2[CH2:63][C@@H:3]12.BrC1C([C@@H](NC(=O)CN2C3C(F)(F)[C@@H]4C[C@@H]4C=3C(C(F)(F)F)=N2)CC2C=C(F)C=C(F)C=2)=NC(C#CC2(O)CN(C)C2)=CC=1, predict the reaction product. The product is: [F:64][C:2]1([F:1])[C:6]2[N:7]([CH2:14][C:15]([NH:17][C@H:18]([C:28]3[C:29]([C:48]4[CH:49]=[CH:50][CH:51]=[C:52]5[C:56]=4[N:55]([CH3:57])[N:54]=[C:53]5[NH:58][S:59]([CH3:62])(=[O:60])=[O:61])=[CH:30][CH:31]=[C:32]([C:34]#[C:35][C:36]4([OH:47])[CH2:37][N:38]([CH3:40])[CH2:39]4)[N:33]=3)[CH2:19][C:20]3[CH:21]=[C:22]([F:27])[CH:23]=[C:24]([F:26])[CH:25]=3)=[O:16])[N:8]=[C:9]([C:10]([F:13])([F:12])[F:11])[C:5]=2[C@H:4]2[CH2:63][C@@H:3]12. (2) Given the reactants OC(C(F)(F)F)=O.[NH:8]1[CH2:11][CH:10]([NH:12][C:13](=[O:29])[CH2:14][NH:15][C:16]2[C:20]3[CH:21]=[C:22]([C:25]([F:28])([F:27])[F:26])[CH:23]=[CH:24][C:19]=3[O:18][N:17]=2)[CH2:9]1.[CH2:30]([O:32][C:33]([CH:35]1[CH2:40][CH2:39][C:38](=O)[CH2:37][CH2:36]1)=[O:34])[CH3:31], predict the reaction product. The product is: [CH2:30]([O:32][C:33]([CH:35]1[CH2:40][CH2:39][CH:38]([N:8]2[CH2:11][CH:10]([NH:12][C:13](=[O:29])[CH2:14][NH:15][C:16]3[C:20]4[CH:21]=[C:22]([C:25]([F:27])([F:26])[F:28])[CH:23]=[CH:24][C:19]=4[O:18][N:17]=3)[CH2:9]2)[CH2:37][CH2:36]1)=[O:34])[CH3:31]. (3) Given the reactants Cl[CH2:2][C:3]1[CH:4]=[CH:5][C:6]([O:11][C:12]2[CH:17]=[CH:16][C:15]([C:18]([F:21])([F:20])[F:19])=[CH:14][N:13]=2)=[C:7]([CH:10]=1)[C:8]#[N:9].[CH3:22][N:23]1[CH:27]=[C:26]([CH2:28][C:29]2[C:30](=[O:36])[NH:31][C:32](=[S:35])[NH:33][CH:34]=2)[CH:25]=[N:24]1.CCN(C(C)C)C(C)C, predict the reaction product. The product is: [CH3:22][N:23]1[CH:27]=[C:26]([CH2:28][C:29]2[C:30](=[O:36])[N:31]=[C:32]([S:35][CH2:2][C:3]3[CH:4]=[CH:5][C:6]([O:11][C:12]4[CH:17]=[CH:16][C:15]([C:18]([F:21])([F:20])[F:19])=[CH:14][N:13]=4)=[C:7]([CH:10]=3)[C:8]#[N:9])[NH:33][CH:34]=2)[CH:25]=[N:24]1. (4) Given the reactants Br[C:2]1[C:3]([F:25])=[CH:4][C:5]2[O:14][CH2:13][CH2:12][N:11]3[C:7](=[N:8][C:9]([C:15]4[N:16]([CH:21]([CH3:23])[CH3:22])[N:17]=[C:18]([CH3:20])[N:19]=4)=[CH:10]3)[C:6]=2[CH:24]=1.[CH3:26][O:27][C:28](=[O:39])[C:29]([N:32]1[CH2:37][CH2:36][CH:35]([SH:38])[CH2:34][CH2:33]1)([CH3:31])[CH3:30].CC1(C)C2C(=C(P(C3C=CC=CC=3)C3C=CC=CC=3)C=CC=2)OC2C(P(C3C=CC=CC=3)C3C=CC=CC=3)=CC=CC1=2.CCN(C(C)C)C(C)C, predict the reaction product. The product is: [CH3:26][O:27][C:28](=[O:39])[C:29]([N:32]1[CH2:33][CH2:34][CH:35]([S:38][C:2]2[C:3]([F:25])=[CH:4][C:5]3[O:14][CH2:13][CH2:12][N:11]4[C:7](=[N:8][C:9]([C:15]5[N:16]([CH:21]([CH3:23])[CH3:22])[N:17]=[C:18]([CH3:20])[N:19]=5)=[CH:10]4)[C:6]=3[CH:24]=2)[CH2:36][CH2:37]1)([CH3:31])[CH3:30]. (5) Given the reactants [C:1]1([C:7]2[N:16]=[CH:15][C:14]3[CH2:13][CH2:12][C:11]4[N:17]=[C:18]([NH:20]C(=O)C)[S:19][C:10]=4[C:9]=3[N:8]=2)[CH:6]=[CH:5][CH:4]=[CH:3][CH:2]=1, predict the reaction product. The product is: [C:1]1([C:7]2[N:16]=[CH:15][C:14]3[CH2:13][CH2:12][C:11]4[N:17]=[C:18]([NH2:20])[S:19][C:10]=4[C:9]=3[N:8]=2)[CH:6]=[CH:5][CH:4]=[CH:3][CH:2]=1.